This data is from Forward reaction prediction with 1.9M reactions from USPTO patents (1976-2016). The task is: Predict the product of the given reaction. (1) Given the reactants I[C:2]1[CH:7]=[CH:6][CH:5]=[C:4]([I:8])[CH:3]=1.C(B(CC)[C:12]1[CH:13]=[N:14][CH:15]=[CH:16][CH:17]=1)C.CN(C=O)C, predict the reaction product. The product is: [I:8][C:4]1[CH:3]=[C:2]([C:12]2[CH:13]=[N:14][CH:15]=[CH:16][CH:17]=2)[CH:7]=[CH:6][CH:5]=1. (2) Given the reactants [CH2:1]([N:4]1C=CC=N1)[C:2]#C.C(NC(C)C)(C)C.[C:16]([C:20]1[CH:25]=[CH:24][C:23](/[C:26](/[C:42]2[CH:47]=[CH:46][C:45]([C:48]#[C:49][CH2:50][N:51]3[CH2:56]COCC3)=[CH:44][CH:43]=2)=[CH:27]/[CH2:28][O:29][C:30]2[CH:40]=[CH:39][C:33]([O:34][CH2:35][C:36]([OH:38])=O)=[C:32]([CH3:41])[CH:31]=2)=[CH:22][CH:21]=1)([CH3:19])([CH3:18])[CH3:17].[O:57]1CCC[CH2:58]1, predict the reaction product. The product is: [C:16]([C:20]1[CH:21]=[CH:22][C:23](/[C:26](/[C:42]2[CH:47]=[CH:46][C:45]([C:48]#[C:49][CH2:50][N:51]3[CH:56]=[CH:2][CH:1]=[N:4]3)=[CH:44][CH:43]=2)=[CH:27]/[CH2:28][O:29][C:30]2[CH:40]=[CH:39][C:33]([O:34][CH2:35][C:36]([O:57][CH3:58])=[O:38])=[C:32]([CH3:41])[CH:31]=2)=[CH:24][CH:25]=1)([CH3:19])([CH3:18])[CH3:17]. (3) Given the reactants [CH3:1][O:2][C:3]1[C:4]([CH3:32])=[C:5]([C:23]([O:30][CH3:31])=[C:24]([O:28][CH3:29])[C:25]=1[O:26][CH3:27])[CH2:6][C:7]1[CH:8]=[CH:9][C:10]([C:17]2[CH:22]=[CH:21][CH:20]=[CH:19][CH:18]=2)=[C:11]([CH:16]=1)[C:12]([O:14]C)=[O:13], predict the reaction product. The product is: [CH3:1][O:2][C:3]1[C:4]([CH3:32])=[C:5]([C:23]([O:30][CH3:31])=[C:24]([O:28][CH3:29])[C:25]=1[O:26][CH3:27])[CH2:6][C:7]1[CH:8]=[CH:9][C:10]([C:17]2[CH:22]=[CH:21][CH:20]=[CH:19][CH:18]=2)=[C:11]([CH:16]=1)[C:12]([OH:14])=[O:13].